Dataset: NCI-60 drug combinations with 297,098 pairs across 59 cell lines. Task: Regression. Given two drug SMILES strings and cell line genomic features, predict the synergy score measuring deviation from expected non-interaction effect. (1) Drug 1: CCCS(=O)(=O)NC1=C(C(=C(C=C1)F)C(=O)C2=CNC3=C2C=C(C=N3)C4=CC=C(C=C4)Cl)F. Synergy scores: CSS=7.48, Synergy_ZIP=1.09, Synergy_Bliss=4.91, Synergy_Loewe=0.134, Synergy_HSA=3.55. Cell line: A498. Drug 2: C1CN(P(=O)(OC1)NCCCl)CCCl. (2) Drug 1: CNC(=O)C1=CC=CC=C1SC2=CC3=C(C=C2)C(=NN3)C=CC4=CC=CC=N4. Drug 2: C1=CC(=CC=C1CC(C(=O)O)N)N(CCCl)CCCl.Cl. Cell line: NCI-H460. Synergy scores: CSS=14.8, Synergy_ZIP=1.05, Synergy_Bliss=2.14, Synergy_Loewe=-3.72, Synergy_HSA=1.16. (3) Drug 1: C1=NNC2=C1C(=O)NC=N2. Drug 2: COCCOC1=C(C=C2C(=C1)C(=NC=N2)NC3=CC=CC(=C3)C#C)OCCOC.Cl. Cell line: T-47D. Synergy scores: CSS=-0.531, Synergy_ZIP=1.55, Synergy_Bliss=4.63, Synergy_Loewe=-0.328, Synergy_HSA=0.287. (4) Drug 1: CS(=O)(=O)OCCCCOS(=O)(=O)C. Drug 2: C1CC(=O)NC(=O)C1N2C(=O)C3=CC=CC=C3C2=O. Cell line: MALME-3M. Synergy scores: CSS=-3.89, Synergy_ZIP=5.42, Synergy_Bliss=9.52, Synergy_Loewe=1.12, Synergy_HSA=0.863.